Dataset: Catalyst prediction with 721,799 reactions and 888 catalyst types from USPTO. Task: Predict which catalyst facilitates the given reaction. (1) Reactant: [C:1]([O:5][C:6](=[O:53])[CH2:7][C@H:8]([NH:27][C:28]([C@@H:30]1[CH2:35][CH2:34][CH2:33][N:32]([C:36](=[O:52])[CH2:37][CH2:38][CH:39]2[CH2:44][CH2:43][N:42]([C:45]([O:47][C:48]([CH3:51])([CH3:50])[CH3:49])=[O:46])[CH2:41][CH2:40]2)[CH2:31]1)=[O:29])[C:9]1[CH:10]=[N:11][CH:12]=[C:13]([C:15]#[C:16][C:17]2[CH:22]=[CH:21][CH:20]=[C:19]([O:23][CH2:24][CH2:25][F:26])[CH:18]=2)[CH:14]=1)([CH3:4])([CH3:3])[CH3:2]. Product: [C:1]([O:5][C:6](=[O:53])[CH2:7][C@H:8]([NH:27][C:28]([C@@H:30]1[CH2:35][CH2:34][CH2:33][N:32]([C:36](=[O:52])[CH2:37][CH2:38][CH:39]2[CH2:40][CH2:41][N:42]([C:45]([O:47][C:48]([CH3:51])([CH3:50])[CH3:49])=[O:46])[CH2:43][CH2:44]2)[CH2:31]1)=[O:29])[C:9]1[CH:10]=[N:11][CH:12]=[C:13]([CH2:15][CH2:16][C:17]2[CH:22]=[CH:21][CH:20]=[C:19]([O:23][CH2:24][CH2:25][F:26])[CH:18]=2)[CH:14]=1)([CH3:2])([CH3:4])[CH3:3]. The catalyst class is: 407. (2) Reactant: C([O:3][C:4](=O)[C:5]1[CH:10]=[C:9]([O:11][CH2:12][C:13]2[N:14]=[C:15]([C:19]3[CH:24]=[CH:23][CH:22]=[CH:21][CH:20]=3)[O:16][C:17]=2[CH3:18])[CH:8]=[C:7]([O:25][CH2:26][CH3:27])[CH:6]=1)C.[H-].[Li+].[Al+3].[H-].[H-].[H-].O.O.O.O.O.O.O.O.O.O.[O-]S([O-])(=O)=O.[Na+].[Na+]. Product: [CH2:26]([O:25][C:7]1[CH:6]=[C:5]([CH:10]=[C:9]([O:11][CH2:12][C:13]2[N:14]=[C:15]([C:19]3[CH:20]=[CH:21][CH:22]=[CH:23][CH:24]=3)[O:16][C:17]=2[CH3:18])[CH:8]=1)[CH2:4][OH:3])[CH3:27]. The catalyst class is: 7. (3) Reactant: C1N=[CH:4][N:3]([C:6]([N:8]2C=N[CH:10]=[CH:9]2)=[O:7])[CH:2]=1.[CH3:13]NC.[C:16]([OH:28])(=O)[CH2:17][C:18]([CH2:23][C:24](O)=O)(C(O)=O)O. Product: [OH:28][C:16]1[CH:17]=[CH:18][C:23]([C@@H:9]([NH:8][C:6](=[O:7])[N:3]([CH3:2])[CH3:4])[CH3:10])=[CH:24][CH:13]=1. The catalyst class is: 2. (4) Reactant: [CH2:1]([O:3][C:4](=[O:24])[C:5]([CH3:23])([O:7][C:8]1[CH:13]=[CH:12][CH:11]=[C:10]([C:14](=[O:22])[NH:15][CH:16]2[CH2:21][CH2:20][NH:19][CH2:18][CH2:17]2)[CH:9]=1)[CH3:6])[CH3:2].[CH2:25]([O:27][C:28]1[CH:29]=[C:30]([CH:33]=[CH:34][C:35]=1[O:36][CH3:37])[CH:31]=O)[CH3:26].C([BH3-])#N.[Na+].C(N(C(C)C)C(C)C)C. Product: [CH2:1]([O:3][C:4](=[O:24])[C:5]([O:7][C:8]1[CH:13]=[CH:12][CH:11]=[C:10]([C:14](=[O:22])[NH:15][CH:16]2[CH2:17][CH2:18][N:19]([CH2:31][C:30]3[CH:33]=[CH:34][C:35]([O:36][CH3:37])=[C:28]([O:27][CH2:25][CH3:26])[CH:29]=3)[CH2:20][CH2:21]2)[CH:9]=1)([CH3:23])[CH3:6])[CH3:2]. The catalyst class is: 212. (5) Reactant: [CH2:1]([C:4]1[CH:9]=[CH:8][N:7]=[C:6]([NH2:10])[CH:5]=1)[CH2:2][CH3:3].[Li+].C[Si]([N-][Si](C)(C)C)(C)C.[CH3:21][C:22]1([CH3:38])[C:26]([CH3:28])([CH3:27])[O:25][B:24]([C:29]2[CH:37]=[CH:36][C:32]([C:33](Cl)=[O:34])=[CH:31][CH:30]=2)[O:23]1. Product: [CH2:1]([C:4]1[CH:9]=[CH:8][N:7]=[C:6]([NH:10][C:33](=[O:34])[C:32]2[CH:31]=[CH:30][C:29]([B:24]3[O:25][C:26]([CH3:27])([CH3:28])[C:22]([CH3:38])([CH3:21])[O:23]3)=[CH:37][CH:36]=2)[CH:5]=1)[CH2:2][CH3:3]. The catalyst class is: 1.